From a dataset of Choline transporter screen with 302,306 compounds. Binary Classification. Given a drug SMILES string, predict its activity (active/inactive) in a high-throughput screening assay against a specified biological target. (1) The drug is S=C(N1CCN(CC1)C)NC(=O)c1ccc(cc1)c1ccccc1. The result is 0 (inactive). (2) The compound is Fc1c(C\2N(CCN3CCOCC3)C(=O)C(=O)C2=C(/O)c2cc3CC(Oc3cc2)C)cccc1. The result is 0 (inactive). (3) The drug is Fc1ccc(NC(=O)c2nc3n([nH]nc3c(=O)n2)Cc2c3c(ccc2)cccc3)cc1. The result is 0 (inactive). (4) The result is 0 (inactive). The compound is O(C1(C2(C(C3C(CC2)C2(C(C(=C3)C)=CC(=O)CC2)C)CC1)C)C(=O)C)C(=O)C. (5) The molecule is Brc1c(Cl)cc(NC(=O)C2CC2)cc1. The result is 0 (inactive). (6) The compound is S(c1n(c2ncccc2n1)c1ccc(F)cc1)CC(=O)NC. The result is 0 (inactive).